This data is from Catalyst prediction with 721,799 reactions and 888 catalyst types from USPTO. The task is: Predict which catalyst facilitates the given reaction. (1) Reactant: [CH3:1][NH:2][C:3](=[O:16])[C:4]1[CH:9]=[C:8]([Br:10])[C:7]([CH2:11][NH2:12])=[CH:6][C:5]=1[O:13][CH2:14][CH3:15].[N+:17]([C:20]1[CH:25]=[CH:24][C:23]([S:26](Cl)(=[O:28])=[O:27])=[CH:22][CH:21]=1)([O-:19])=[O:18].O.C(OCC)(=O)C. Product: [CH3:1][NH:2][C:3](=[O:16])[C:4]1[CH:9]=[C:8]([Br:10])[C:7]([CH2:11][NH:12][S:26]([C:23]2[CH:22]=[CH:21][C:20]([N+:17]([O-:19])=[O:18])=[CH:25][CH:24]=2)(=[O:27])=[O:28])=[CH:6][C:5]=1[O:13][CH2:14][CH3:15]. The catalyst class is: 17. (2) Reactant: Cl.CO[C:4]1[CH:9]=[CH:8][CH:7]=[CH:6][C:5]=1[CH2:10][CH2:11][CH2:12][NH2:13].[CH2:14]([O:16][C:17]([C:19]1[C:20]([CH2:28][CH3:29])=[N:21][C:22](Cl)=[N:23][C:24]=1[CH2:25][CH3:26])=[O:18])[CH3:15].[C:30]([O-])(=[O:32])C.[K+].C(O)C. Product: [CH2:14]([O:16][C:17]([C:19]1[C:20]([CH2:28][CH3:29])=[N:21][C:22]([NH:13][CH2:12][CH2:11][CH2:10][C:5]2[CH:4]=[CH:9][CH:8]=[C:7]([O:32][CH3:30])[CH:6]=2)=[N:23][C:24]=1[CH2:25][CH3:26])=[O:18])[CH3:15]. The catalyst class is: 25. (3) Reactant: [F:1][C:2]1([F:18])[CH2:17][C:6]2[S:7][C:8]([NH2:16])=[C:9]([C:10]3[S:11][CH:12]=[C:13]([CH3:15])[N:14]=3)[C:5]=2[CH2:4][CH2:3]1.[C:19]12[C:27](=[O:28])[O:26][C:24](=[O:25])[C:20]=1[CH2:21][CH2:22][CH2:23]2. The catalyst class is: 649. Product: [F:18][C:2]1([F:1])[CH2:17][C:6]2[S:7][C:8]([NH:16][C:27]([C:19]3[CH2:23][CH2:22][CH2:21][C:20]=3[C:24]([OH:26])=[O:25])=[O:28])=[C:9]([C:10]3[S:11][CH:12]=[C:13]([CH3:15])[N:14]=3)[C:5]=2[CH2:4][CH2:3]1. (4) Reactant: FC(F)(F)C(O)=O.[CH3:8][O:9][C:10](=[O:39])[C@@H:11]([NH:14][C:15]([C:17]1[S:18][C:19]([C:28](=[O:38])[NH:29][CH2:30][C:31]2[CH:36]=[CH:35][CH:34]=[C:33]([OH:37])[CH:32]=2)=[CH:20][C:21]=1[C:22]1[CH:27]=[CH:26][CH:25]=[CH:24][CH:23]=1)=[O:16])[CH2:12][NH2:13].C(N(CC)CC)C.CN(C(ON1N=NC2C=CC=CC1=2)=[N+](C)C)C.F[P-](F)(F)(F)(F)F.C1C=CC2N(O)N=NC=2C=1.[S:81]1[CH:85]=[CH:84][CH:83]=[C:82]1[C:86](O)=[O:87]. Product: [CH3:8][O:9][C:10](=[O:39])[C@@H:11]([NH:14][C:15]([C:17]1[S:18][C:19]([C:28](=[O:38])[NH:29][CH2:30][C:31]2[CH:36]=[CH:35][CH:34]=[C:33]([OH:37])[CH:32]=2)=[CH:20][C:21]=1[C:22]1[CH:27]=[CH:26][CH:25]=[CH:24][CH:23]=1)=[O:16])[CH2:12][NH:13][C:86]([C:82]1[S:81][CH:85]=[CH:84][CH:83]=1)=[O:87]. The catalyst class is: 31.